From a dataset of NCI-60 drug combinations with 297,098 pairs across 59 cell lines. Regression. Given two drug SMILES strings and cell line genomic features, predict the synergy score measuring deviation from expected non-interaction effect. (1) Drug 1: CC(C)NC(=O)C1=CC=C(C=C1)CNNC.Cl. Drug 2: C1C(C(OC1N2C=NC3=C2NC=NCC3O)CO)O. Cell line: HL-60(TB). Synergy scores: CSS=-5.84, Synergy_ZIP=2.65, Synergy_Bliss=0.0200, Synergy_Loewe=-10.8, Synergy_HSA=-7.53. (2) Drug 1: CC1=C(N=C(N=C1N)C(CC(=O)N)NCC(C(=O)N)N)C(=O)NC(C(C2=CN=CN2)OC3C(C(C(C(O3)CO)O)O)OC4C(C(C(C(O4)CO)O)OC(=O)N)O)C(=O)NC(C)C(C(C)C(=O)NC(C(C)O)C(=O)NCCC5=NC(=CS5)C6=NC(=CS6)C(=O)NCCC[S+](C)C)O. Drug 2: CCCCC(=O)OCC(=O)C1(CC(C2=C(C1)C(=C3C(=C2O)C(=O)C4=C(C3=O)C=CC=C4OC)O)OC5CC(C(C(O5)C)O)NC(=O)C(F)(F)F)O. Cell line: KM12. Synergy scores: CSS=78.1, Synergy_ZIP=4.00, Synergy_Bliss=4.96, Synergy_Loewe=3.39, Synergy_HSA=6.54.